Dataset: Catalyst prediction with 721,799 reactions and 888 catalyst types from USPTO. Task: Predict which catalyst facilitates the given reaction. (1) Reactant: [F:1][C:2]1[CH:11]=[C:10]2[C:5]([C:6](=[O:24])[C:7]([C:19]([O:21]CC)=O)=[CH:8][N:9]2[C:12]2[CH:17]=[CH:16][C:15]([F:18])=[CH:14][CH:13]=2)=[CH:4][C:3]=1[N:25]([CH3:33])[CH2:26][C:27]1[CH:28]=[N:29][CH:30]=[CH:31][CH:32]=1.[Cl-].[NH4+].F[P-](F)(F)(F)(F)F.C[N:44](C(N(C)C)=[N+]1C2C(=NC=CC=2)[N+]([O-])=N1)C.C(N(CC)C(C)C)(C)C. Product: [F:1][C:2]1[CH:11]=[C:10]2[C:5]([C:6](=[O:24])[C:7]([C:19]([NH2:44])=[O:21])=[CH:8][N:9]2[C:12]2[CH:17]=[CH:16][C:15]([F:18])=[CH:14][CH:13]=2)=[CH:4][C:3]=1[N:25]([CH3:33])[CH2:26][C:27]1[CH:28]=[N:29][CH:30]=[CH:31][CH:32]=1. The catalyst class is: 39. (2) Reactant: Cl.[Br:2][CH2:3][CH2:4][CH2:5][NH2:6].[C:7](O[C:7]([O:9][C:10]([CH3:13])([CH3:12])[CH3:11])=[O:8])([O:9][C:10]([CH3:13])([CH3:12])[CH3:11])=[O:8].[OH-].[Na+].O. Product: [C:10]([O:9][C:7](=[O:8])[NH:6][CH2:5][CH2:4][CH2:3][Br:2])([CH3:13])([CH3:12])[CH3:11]. The catalyst class is: 5. (3) Reactant: [NH2:1][CH:2]1[CH2:7][CH2:6][CH:5]([N:8]2[C@@H:12]([C:13]3[CH:18]=[CH:17][C:16]([F:19])=[CH:15][CH:14]=3)[C:11]([CH3:21])([CH3:20])[O:10][C:9]2=[O:22])[CH2:4][CH2:3]1.CCN(C(C)C)C(C)C.Cl[C:33]1[CH:38]=[CH:37][N:36]=[CH:35][C:34]=1[N+:39]([O-:41])=[O:40]. Product: [F:19][C:16]1[CH:15]=[CH:14][C:13]([C@H:12]2[C:11]([CH3:20])([CH3:21])[O:10][C:9](=[O:22])[N:8]2[CH:5]2[CH2:4][CH2:3][CH:2]([NH:1][C:33]3[CH:38]=[CH:37][N:36]=[CH:35][C:34]=3[N+:39]([O-:41])=[O:40])[CH2:7][CH2:6]2)=[CH:18][CH:17]=1. The catalyst class is: 10. (4) Reactant: [SH:1][C:2]1[CH:7]=[C:6]([O:8][CH3:9])[CH:5]=[CH:4][C:3]=1[C:10]([C:12]1[CH:17]=[CH:16][CH:15]=[C:14]([O:18][CH3:19])[CH:13]=1)=O.[C:20](#[N:24])[CH2:21][C:22]#[N:23].N1CCCCC1. Product: [NH:24]=[C:20]1[C:21]([C:22]#[N:23])=[C:10]([C:12]2[CH:17]=[CH:16][CH:15]=[C:14]([O:18][CH3:19])[CH:13]=2)[C:3]2[C:2](=[CH:7][C:6]([O:8][CH3:9])=[CH:5][CH:4]=2)[S:1]1. The catalyst class is: 8. (5) Reactant: [Cl:1][C:2]1[C:10]2[S:9][C:8]([S:11][C:12]3[NH:13][C:14]4[C:19]([N:20]=3)=[C:18]([NH2:21])[N:17]=[CH:16][N:15]=4)=[N:7][C:6]=2[CH:5]=[CH:4][CH:3]=1.C(=O)([O-])[O-].[Cs+].[Cs+].[Br:28][CH2:29][CH2:30]Br. Product: [Br:28][CH2:29][CH2:30][N:13]1[C:12]([S:11][C:8]2[S:9][C:10]3[C:2]([Cl:1])=[CH:3][CH:4]=[CH:5][C:6]=3[N:7]=2)=[N:20][C:19]2[C:14]1=[N:15][CH:16]=[N:17][C:18]=2[NH2:21]. The catalyst class is: 3. (6) Reactant: Cl[C:2]1[N:10]=[CH:9][N:8]=[C:7]2[C:3]=1[N:4]=[CH:5][N:6]2[C@H:11]1[C@@H:15]2[O:16]C(C)(C)[O:18][C@@H:14]2[C@@H:13]([CH2:21][NH:22][S:23]([NH2:26])(=[O:25])=[O:24])[O:12]1.[F:27][C:28]1[CH:35]=[CH:34][C:31]([CH2:32][NH2:33])=[CH:30][CH:29]=1.CCN(C(C)C)C(C)C. Product: [F:27][C:28]1[CH:35]=[CH:34][C:31]([CH2:32][NH:33][C:2]2[N:10]=[CH:9][N:8]=[C:7]3[C:3]=2[N:4]=[CH:5][N:6]3[C@@H:11]2[O:12][C@H:13]([CH2:21][NH:22][S:23]([NH2:26])(=[O:24])=[O:25])[C@@H:14]([OH:18])[C@H:15]2[OH:16])=[CH:30][CH:29]=1. The catalyst class is: 14. (7) Reactant: [CH3:1][C:2]1[CH:3]=[C:4]2[C:8](=[CH:9][CH:10]=1)[NH:7][CH:6]=[C:5]2[CH2:11][CH2:12][OH:13].B(F)(F)F.CCOCC.[C:23]([CH2:27][C:28]([O:30][CH2:31][CH3:32])=[O:29])(=O)[CH2:24][CH3:25]. Product: [CH2:31]([O:30][C:28](=[O:29])[CH2:27][C:23]1([CH2:24][CH3:25])[C:6]2[NH:7][C:8]3[C:4]([C:5]=2[CH2:11][CH2:12][O:13]1)=[CH:3][C:2]([CH3:1])=[CH:10][CH:9]=3)[CH3:32]. The catalyst class is: 4. (8) Reactant: C(OC([NH:8][CH2:9][C:10](O)=O)=O)(C)(C)C.F[B-](F)(F)F.N1(OC(N(C)C)=[N+](C)C)C2C=CC=CC=2N=N1.O.ON1C2C=CC=CC=2N=N1.C(N(CC)C(C)C)(C)C.[OH:55][NH:56][C:57](=[NH:85])[C:58]1[CH:63]=[CH:62][C:61]([N:64]2[CH2:69][CH2:68][N:67]([C:70]3[N:71]([CH3:83])[C:72](=[O:82])[CH:73]=[C:74]([C:76]4[CH:81]=[CH:80][N:79]=[CH:78][N:77]=4)[N:75]=3)[C@H:66]([CH3:84])[CH2:65]2)=[CH:60][CH:59]=1. Product: [NH2:8][CH2:9][C:10]1[O:55][N:56]=[C:57]([C:58]2[CH:59]=[CH:60][C:61]([N:64]3[CH2:69][CH2:68][N:67]([C:70]4[N:71]([CH3:83])[C:72](=[O:82])[CH:73]=[C:74]([C:76]5[CH:81]=[CH:80][N:79]=[CH:78][N:77]=5)[N:75]=4)[C@H:66]([CH3:84])[CH2:65]3)=[CH:62][CH:63]=2)[N:85]=1. The catalyst class is: 35.